Dataset: Reaction yield outcomes from USPTO patents with 853,638 reactions. Task: Predict the reaction yield, written as a fraction of the theoretical maximum amount of product (1.0 means a 100% yield; for example, 0.34 means a 34% yield). (1) The reactants are [Br:1][C:2]1[CH:3]=[C:4]([NH2:11])[C:5]([O:8][CH2:9][CH3:10])=[N:6][CH:7]=1.C(N(C(C)C)CC)(C)C.[CH3:21][S:22](Cl)(=[O:24])=[O:23].[OH-].[Na+].C(O)(=O)CC(CC(O)=O)(C(O)=O)O. The catalyst is ClCCl.O1CCOCC1.[OH-].[Na+].O. The product is [Br:1][C:2]1[CH:3]=[C:4]([NH:11][S:22]([CH3:21])(=[O:24])=[O:23])[C:5]([O:8][CH2:9][CH3:10])=[N:6][CH:7]=1. The yield is 0.430. (2) The reactants are [CH2:1]([C:8]1[N:13]=[N:12][C:11]([N:14]2[CH2:19][CH2:18][CH:17]([C:20]([OH:22])=O)[CH2:16][CH2:15]2)=[C:10]([CH3:23])[C:9]=1[CH3:24])[C:2]1[CH:7]=[CH:6][CH:5]=[CH:4][CH:3]=1.CCN(C(C)C)C(C)C.CN(C(O[N:42]1N=[N:49][C:44]2C=CC=N[C:43]1=2)=[N+](C)C)C.F[P-](F)(F)(F)(F)F.Cl.NCC#N. The catalyst is CN(C=O)C.CCOC(C)=O. The product is [C:43]([CH2:44][NH:49][C:20]([CH:17]1[CH2:16][CH2:15][N:14]([C:11]2[N:12]=[N:13][C:8]([CH2:1][C:2]3[CH:3]=[CH:4][CH:5]=[CH:6][CH:7]=3)=[C:9]([CH3:24])[C:10]=2[CH3:23])[CH2:19][CH2:18]1)=[O:22])#[N:42]. The yield is 0.720. (3) The reactants are [F:1][C:2]1[CH:3]=[CH:4][C:5]([OH:18])=[C:6]([C:8](=[O:17])[CH2:9][C:10]2[CH:15]=[CH:14][CH:13]=[CH:12][C:11]=2[F:16])[CH:7]=1.[C:19](OC(=O)CC)(=O)[CH2:20][CH3:21].Cl. The catalyst is C(N(CC)CC)C. The product is [CH2:20]([C:21]1[O:18][C:5]2[C:6]([C:8](=[O:17])[C:9]=1[C:10]1[CH:15]=[CH:14][CH:13]=[CH:12][C:11]=1[F:16])=[CH:7][C:2]([F:1])=[CH:3][CH:4]=2)[CH3:19]. The yield is 0.630. (4) The reactants are [Cl:1][C:2]1[C:7]([Cl:8])=[CH:6][N:5]=[C:4]([N:9]=[C:10]=S)[CH:3]=1.C(N(CC)CC)C.Cl.Cl.[NH2:21][CH2:22][C@@:23]1([OH:31])[CH:28]2[CH2:29][CH2:30][N:25]([CH2:26][CH2:27]2)[CH2:24]1.C(N=C=NC(C)C)(C)C. The catalyst is CN(C)C=O. The product is [Cl:1][C:2]1[C:7]([Cl:8])=[CH:6][N:5]=[C:4]([NH:9][C:10]2[O:31][C@:23]3([CH2:22][N:21]=2)[CH:28]2[CH2:29][CH2:30][N:25]([CH2:26][CH2:27]2)[CH2:24]3)[CH:3]=1. The yield is 0.220. (5) The reactants are [F:1][C:2]1[CH:7]=[CH:6][C:5]([CH2:8][C:9]([N:11]=[C:12]=[S:13])=[O:10])=[CH:4][CH:3]=1.[NH2:14][C:15]1[CH:39]=[CH:38][C:18]([O:19][C:20]2[N:25]=[CH:24][N:23]=[C:22]([NH:26][C:27](=[O:37])[N:28]([CH3:36])[CH:29]3[CH2:34][CH2:33][N:32]([CH3:35])[CH2:31][CH2:30]3)[CH:21]=2)=[CH:17][C:16]=1[F:40].C12(CS(O)(=O)=O)C(C)(C)C(CC1)CC2=O. The catalyst is C1(C)C=CC=CC=1.C(O)C. The product is [F:40][C:16]1[CH:17]=[C:18]([CH:38]=[CH:39][C:15]=1[NH:14][C:12]([NH:11][C:9](=[O:10])[CH2:8][C:5]1[CH:4]=[CH:3][C:2]([F:1])=[CH:7][CH:6]=1)=[S:13])[O:19][C:20]1[N:25]=[CH:24][N:23]=[C:22]([NH:26][C:27](=[O:37])[N:28]([CH3:36])[CH:29]2[CH2:30][CH2:31][N:32]([CH3:35])[CH2:33][CH2:34]2)[CH:21]=1. The yield is 0.100.